From a dataset of Full USPTO retrosynthesis dataset with 1.9M reactions from patents (1976-2016). Predict the reactants needed to synthesize the given product. (1) Given the product [C:5]([C:9]1[C:10](=[O:12])[NH:20][C:21](=[O:22])[NH:23][C:15]=1[OH:17])([CH3:6])([CH3:7])[CH3:8], predict the reactants needed to synthesize it. The reactants are: [O-]CC.[Na+].[C:5]([CH:9]([C:15]([O:17]CC)=O)[C:10]([O:12]CC)=O)([CH3:8])([CH3:7])[CH3:6].[NH2:20][C:21]([NH2:23])=[O:22]. (2) Given the product [O:12]1[C:16]([C:17]2[CH:18]=[CH:19][C:20]([CH:23]=[O:24])=[CH:21][CH:22]=2)=[CH:15][N:14]=[CH:13]1, predict the reactants needed to synthesize it. The reactants are: [Cr](Cl)([O-])(=O)=O.[NH+]1C=CC=CC=1.[O:12]1[C:16]([C:17]2[CH:22]=[CH:21][C:20]([CH2:23][OH:24])=[CH:19][CH:18]=2)=[CH:15][N:14]=[CH:13]1. (3) Given the product [Cl:1][C:2]1[CH:7]=[C:6]([C:8]2[C:17]3[C:12](=[CH:13][C:14]([S:18]([NH:48][C:45]4[CH:46]=[CH:47][N:42]=[CH:43][N:44]=4)(=[O:19])=[O:20])=[CH:15][CH:16]=3)[N:11]=[CH:10][N:9]=2)[C:5]([O:33][CH3:34])=[CH:4][C:3]=1[C:35]1[CH:40]=[CH:39][CH:38]=[C:37]([F:41])[CH:36]=1, predict the reactants needed to synthesize it. The reactants are: [Cl:1][C:2]1[CH:7]=[C:6]([C:8]2[C:17]3[C:12](=[CH:13][C:14]([S:18](OC4C(F)=C(F)C(F)=C(F)C=4F)(=[O:20])=[O:19])=[CH:15][CH:16]=3)[N:11]=[CH:10][N:9]=2)[C:5]([O:33][CH3:34])=[CH:4][C:3]=1[C:35]1[CH:40]=[CH:39][CH:38]=[C:37]([F:41])[CH:36]=1.[N:42]1[CH:47]=[CH:46][C:45]([NH2:48])=[N:44][CH:43]=1.[Li+].C[Si]([N-][Si](C)(C)C)(C)C. (4) Given the product [Cl:15][C:4](=[O:5])[CH2:3][CH2:2][C:1]([O:8][CH2:9][CH2:10][CH2:11][CH3:12])=[O:7], predict the reactants needed to synthesize it. The reactants are: [C:1]([O:8][CH2:9][CH2:10][CH2:11][CH3:12])(=[O:7])[CH2:2][CH2:3][C:4]([O-])=[O:5].S(Cl)([Cl:15])=O. (5) The reactants are: O.N(CCO)(CCO)CCO.CC1(C)N([O])C(C)(C)CCC1.[C:23]([OH:28])(=[O:27])[C:24]([CH3:26])=[CH2:25].C1OC1.[C:32]([O:37][CH2:38][CH2:39]O)(=[O:36])[C:33]([CH3:35])=[CH2:34]. Given the product [C:23]([O:28][CH2:39][CH2:38][O:37][C:32](=[O:36])[C:33]([CH3:35])=[CH2:34])(=[O:27])[C:24]([CH3:26])=[CH2:25], predict the reactants needed to synthesize it. (6) Given the product [Cl:1][C:2]1[N:3]=[C:4]([N:12]2[CH2:17][CH2:16][O:15][CH2:14][CH2:13]2)[C:5]([F:10])=[CH:6][C:7]=1[C:8]#[N:9], predict the reactants needed to synthesize it. The reactants are: [Cl:1][C:2]1[C:7]([C:8]#[N:9])=[CH:6][C:5]([F:10])=[C:4](Cl)[N:3]=1.[NH:12]1[CH2:17][CH2:16][O:15][CH2:14][CH2:13]1.C(N(CC)CC)C. (7) Given the product [Br:26][C:27]1[CH:35]=[CH:34][CH:33]=[CH:32][C:28]=1[C:29]([N:20]1[CH2:21][CH2:22][CH:17]([N:15]2[C:14](=[O:23])[C:13]([CH3:25])([CH3:24])[C:12]([C:6]3[CH:7]=[CH:8][C:9]([O:10][CH3:11])=[C:4]([O:3][CH3:2])[CH:5]=3)=[N:16]2)[CH2:18][CH2:19]1)=[O:30], predict the reactants needed to synthesize it. The reactants are: Cl.[CH3:2][O:3][C:4]1[CH:5]=[C:6]([C:12]2[C:13]([CH3:25])([CH3:24])[C:14](=[O:23])[N:15]([CH:17]3[CH2:22][CH2:21][NH:20][CH2:19][CH2:18]3)[N:16]=2)[CH:7]=[CH:8][C:9]=1[O:10][CH3:11].[Br:26][C:27]1[CH:35]=[CH:34][CH:33]=[CH:32][C:28]=1[C:29](O)=[O:30]. (8) Given the product [CH2:35]([N:37]([CH2:41][CH3:42])[CH2:38][CH2:39][N:7]1[C:3]([CH:1]=[O:2])=[C:4]([CH3:12])[C:5]([C:9]([NH2:15])=[O:11])=[C:6]1[CH3:8])[CH3:36], predict the reactants needed to synthesize it. The reactants are: [CH:1]([C:3]1[NH:7][C:6]([CH3:8])=[C:5]([C:9]([OH:11])=O)[C:4]=1[CH3:12])=[O:2].Cl.C[N:15](C)CCCN=C=NCC.ON1C2C=CC=CC=2N=N1.[CH2:35]([N:37]([CH2:41][CH3:42])[CH2:38][CH2:39]N)[CH3:36]. (9) Given the product [CH3:1][C:2]1[CH:10]=[CH:9][CH:8]=[C:7]2[C:3]=1[CH:4]([CH2:11][CH2:12][OH:13])[CH2:5][NH:6]2, predict the reactants needed to synthesize it. The reactants are: [CH3:1][C:2]1[CH:10]=[CH:9][CH:8]=[C:7]2[C:3]=1[C:4]([CH2:11][CH2:12][OH:13])=[CH:5][NH:6]2.[B-][N+](C)(C)C.Cl. (10) Given the product [F:1][C:2]1[CH:3]=[CH:4][C:5]2[N:9]=[C:8]([NH:10][C:11]3[CH:16]=[CH:15][C:14]([O:17][C:18]4[C:23]([C:24]5[CH:29]=[CH:28][N:27]=[C:26]([NH:41][CH3:40])[N:25]=5)=[CH:22][CH:21]=[CH:20][N:19]=4)=[CH:13][N:12]=3)[NH:7][C:6]=2[C:33]=1[F:34], predict the reactants needed to synthesize it. The reactants are: [F:1][C:2]1[CH:3]=[CH:4][C:5]2[N:9]=[C:8]([NH:10][C:11]3[CH:16]=[CH:15][C:14]([O:17][C:18]4[C:23]([C:24]5[CH:29]=[CH:28][N:27]=[C:26](S(C)=O)[N:25]=5)=[CH:22][CH:21]=[CH:20][N:19]=4)=[CH:13][N:12]=3)[NH:7][C:6]=2[C:33]=1[F:34].FC1C=CC2N=C(NC3C=CC(OC4C(C5C=CN=C(S(C)(=O)=O)N=5)=CC=CN=4)=CN=3)[NH:41][C:40]=2C=1F.C1COCC1.